From a dataset of Catalyst prediction with 721,799 reactions and 888 catalyst types from USPTO. Predict which catalyst facilitates the given reaction. Reactant: [CH3:1][C:2]1[C:6]([CH3:7])=[CH:5][NH:4][N:3]=1.[P:8](=[O:12])([OH:11])([OH:10])[OH:9]. Product: [P:8]([O-:12])([OH:11])([OH:10])=[O:9].[CH3:1][C:2]1[NH:3][NH+:4]=[CH:5][C:6]=1[CH3:7]. The catalyst class is: 6.